Dataset: Catalyst prediction with 721,799 reactions and 888 catalyst types from USPTO. Task: Predict which catalyst facilitates the given reaction. (1) Reactant: N#N.[CH3:3][C:4]1[O:5][C:6]([C:12]2[CH:13]=[C:14]([CH3:18])[CH:15]=[CH:16][CH:17]=2)=[C:7]([C:9]([OH:11])=O)[N:8]=1.C1C=CC2N(O)N=NC=2C=1.C(Cl)CCl.CCN(C(C)C)C(C)C.[NH2:42][C:43]1[CH:47]=[N:46][N:45]([CH2:48][C:49]2[O:50][CH:51]=[C:52]([C:54](=[O:56])[CH3:55])[N:53]=2)[N:44]=1. Product: [C:54]([C:52]1[N:53]=[C:49]([CH2:48][N:45]2[N:44]=[C:43]([NH:42][C:9]([C:7]3[N:8]=[C:4]([CH3:3])[O:5][C:6]=3[C:12]3[CH:13]=[C:14]([CH3:18])[CH:15]=[CH:16][CH:17]=3)=[O:11])[CH:47]=[N:46]2)[O:50][CH:51]=1)(=[O:56])[CH3:55]. The catalyst class is: 64. (2) Reactant: ClC1C2C=C(F)C=CC=2SC=1C(Cl)=O.[Cl:15][C:16]1[C:17]2[CH:27]=[CH:26][CH:25]=[C:24]([F:28])[C:18]=2[S:19][C:20]=1[C:21](Cl)=[O:22].[H-].[Al+3].[Li+].[H-].[H-].[H-]. Product: [Cl:15][C:16]1[C:17]2[CH:27]=[CH:26][CH:25]=[C:24]([F:28])[C:18]=2[S:19][C:20]=1[CH2:21][OH:22]. The catalyst class is: 1. (3) Reactant: O[C:2]1[N:7]=[C:6]([NH:8][CH2:9][C:10]2[CH:15]=[CH:14][C:13]([O:16][CH3:17])=[C:12]([Cl:18])[CH:11]=2)[C:5]([C:19]([O:21][CH2:22][CH3:23])=[O:20])=[CH:4][N:3]=1.CCN(C1C=CC=CC=1)CC.P(Cl)(Cl)([Cl:37])=O. Product: [Cl:37][C:2]1[N:7]=[C:6]([NH:8][CH2:9][C:10]2[CH:15]=[CH:14][C:13]([O:16][CH3:17])=[C:12]([Cl:18])[CH:11]=2)[C:5]([C:19]([O:21][CH2:22][CH3:23])=[O:20])=[CH:4][N:3]=1. The catalyst class is: 6. (4) Reactant: C([O-])([O-])=O.[K+].[K+].[Na+].[I-].C(N(CC)CC)C.[CH2:16]([NH2:19])[CH:17]=[CH2:18].Br[CH2:21][C:22]([O:24][CH2:25][CH3:26])=[O:23]. Product: [CH2:16]([NH:19][CH2:21][C:22]([O:24][CH2:25][CH3:26])=[O:23])[CH:17]=[CH2:18]. The catalyst class is: 3. (5) Product: [Br:3][C:4]1[CH:14]=[CH:13][CH:12]=[CH:11][C:5]=1[CH2:6][NH:7][CH2:8][CH:10]1[CH2:9][CH2:16]1. The catalyst class is: 7. Reactant: [H-].[Na+].[Br:3][C:4]1[CH:14]=[CH:13][CH:12]=[CH:11][C:5]=1[CH2:6][NH:7][CH:8]1[CH2:10][CH2:9]1.I[CH3:16].Cl. (6) Reactant: [CH2:1]([CH:8]1[C:13](=[O:14])[N:12]([CH3:15])[C:11](=[CH:16][C:17]2[C:22]([F:23])=[C:21]([F:24])[CH:20]=[CH:19][C:18]=2Br)[C:10](=[O:26])[N:9]1[CH3:27])[C:2]1[CH:7]=[CH:6][CH:5]=[CH:4][CH:3]=1.[Cu][C:29]#[N:30]. Product: [CH2:1]([CH:8]1[C:13](=[O:14])[N:12]([CH3:15])[C:11](=[CH:16][C:17]2[C:22]([F:23])=[C:21]([F:24])[CH:20]=[CH:19][C:18]=2[C:29]#[N:30])[C:10](=[O:26])[N:9]1[CH3:27])[C:2]1[CH:7]=[CH:6][CH:5]=[CH:4][CH:3]=1. The catalyst class is: 60.